From a dataset of Catalyst prediction with 721,799 reactions and 888 catalyst types from USPTO. Predict which catalyst facilitates the given reaction. (1) Reactant: C([O:3][C:4](=[O:43])[CH2:5][CH2:6][N:7]1[C:12]2[CH:13]=[C:14]([C:21]([N:23]([CH:37]([CH3:39])[CH3:38])[C@@H:24]3[CH2:29][CH2:28][CH2:27][N:26]([C:30]([O:32][C:33]([CH3:36])([CH3:35])[CH3:34])=[O:31])[CH2:25]3)=[O:22])[C:15]([C:17]([F:20])([F:19])[F:18])=[CH:16][C:11]=2[O:10][C:9]([CH3:41])([CH3:40])[C:8]1=[O:42])C.[OH-].[Na+].CO. Product: [C:33]([O:32][C:30]([N:26]1[CH2:27][CH2:28][CH2:29][C@@H:24]([N:23]([CH:37]([CH3:39])[CH3:38])[C:21]([C:14]2[C:15]([C:17]([F:18])([F:20])[F:19])=[CH:16][C:11]3[O:10][C:9]([CH3:40])([CH3:41])[C:8](=[O:42])[N:7]([CH2:6][CH2:5][C:4]([OH:43])=[O:3])[C:12]=3[CH:13]=2)=[O:22])[CH2:25]1)=[O:31])([CH3:34])([CH3:35])[CH3:36]. The catalyst class is: 1. (2) Reactant: C([Si](C)(C)[O:6][CH2:7][CH2:8][N:9]([CH2:21][C:22]1[CH:27]=[CH:26][C:25]([S:28]([N:31]2[CH:35]=[CH:34][C:33](/[CH:36]=[CH:37]/[C:38]([NH:40][O:41][CH:42]3[CH2:47][CH2:46][CH2:45][CH2:44][O:43]3)=[O:39])=[CH:32]2)(=[O:30])=[O:29])=[CH:24][CH:23]=1)[CH2:10][CH2:11][C:12]1[C:20]2[C:15](=[CH:16][CH:17]=[CH:18][CH:19]=2)[NH:14][CH:13]=1)(C)(C)C.[F-].C([N+](CCCC)(CCCC)CCCC)CCC.C(N(CC)CC)C.O. Product: [OH:6][CH2:7][CH2:8][N:9]([CH2:21][C:22]1[CH:27]=[CH:26][C:25]([S:28]([N:31]2[CH:35]=[CH:34][C:33](/[CH:36]=[CH:37]/[C:38]([NH:40][O:41][CH:42]3[CH2:47][CH2:46][CH2:45][CH2:44][O:43]3)=[O:39])=[CH:32]2)(=[O:30])=[O:29])=[CH:24][CH:23]=1)[CH2:10][CH2:11][C:12]1[C:20]2[C:15](=[CH:16][CH:17]=[CH:18][CH:19]=2)[NH:14][CH:13]=1. The catalyst class is: 56. (3) Product: [Br:7][C:44]1[C:38]2[C:39](=[N:40][CH:41]=[C:36]([C:33]3[CH:34]=[CH:35][C:30]([N:29]([CH3:53])[CH3:28])=[CH:31][CH:32]=3)[CH:37]=2)[N:42]([CH2:45][O:46][CH2:47][CH2:48][Si:49]([CH3:51])([CH3:50])[CH3:52])[CH:43]=1. The catalyst class is: 2. Reactant: N1C=CC=CC=1.[Br-:7].[Br-].[Br-].[NH+]1C=CC=CC=1.[NH+]1C=CC=CC=1.[NH+]1C=CC=CC=1.[CH3:28][N:29]([CH3:53])[C:30]1[CH:35]=[CH:34][C:33]([C:36]2[CH:37]=[C:38]3[CH:44]=[CH:43][N:42]([CH2:45][O:46][CH2:47][CH2:48][Si:49]([CH3:52])([CH3:51])[CH3:50])[C:39]3=[N:40][CH:41]=2)=[CH:32][CH:31]=1.C([O-])(O)=O.[Na+]. (4) Reactant: [Br:1][C:2]1[CH:9]=[CH:8][C:5]([CH:6]=O)=[C:4]([O:10][C:11]2[CH:12]=[N:13][CH:14]=[CH:15][CH:16]=2)[CH:3]=1.[CH:17]1([NH2:20])[CH2:19][CH2:18]1.C(O)(=O)C.[BH-](OC(C)=O)(OC(C)=O)OC(C)=O.[Na+]. Product: [Br:1][C:2]1[CH:9]=[CH:8][C:5]([CH2:6][NH:20][CH:17]2[CH2:19][CH2:18]2)=[C:4]([O:10][C:11]2[CH:12]=[N:13][CH:14]=[CH:15][CH:16]=2)[CH:3]=1. The catalyst class is: 279. (5) Reactant: [CH2:1]=O.[ClH:3].[CH3:4][O:5][C:6]1[CH:7]=[C:8]2[C:13](=[CH:14][CH:15]=1)[CH2:12][NH:11][CH2:10][CH:9]2[CH2:16][CH2:17][NH:18][C:19](=[O:21])[CH3:20].Cl. Product: [ClH:3].[CH3:4][O:5][C:6]1[CH:7]=[C:8]2[C:13](=[CH:14][CH:15]=1)[CH2:12][N:11]([CH3:1])[CH2:10][CH:9]2[CH2:16][CH2:17][NH:18][C:19](=[O:21])[CH3:20]. The catalyst class is: 106. (6) Reactant: [N+:1]([C:4]1[CH:5]=[C:6]([C:10](=[O:13])[CH2:11][CH3:12])[CH:7]=[CH:8][CH:9]=1)([O-:3])=[O:2].[Br:14]Br. Product: [Br:14][CH:11]([CH3:12])[C:10]([C:6]1[CH:7]=[CH:8][CH:9]=[C:4]([N+:1]([O-:3])=[O:2])[CH:5]=1)=[O:13]. The catalyst class is: 15. (7) Reactant: O1CCCC1.CS(C)=O.[O:10]1[CH:14]=[CH:13][CH:12]=[C:11]1[CH2:15][CH2:16][C:17]1[CH:22]=[CH:21][C:20](/[CH:23]=[CH:24]/[N+:25]([O-:27])=[O:26])=[CH:19][CH:18]=1.C(O)(=O)C.[BH4-].[Na+]. Product: [O:10]1[CH:14]=[CH:13][CH:12]=[C:11]1[CH2:15][CH2:16][C:17]1[CH:22]=[CH:21][C:20]([CH2:23][CH2:24][N+:25]([O-:27])=[O:26])=[CH:19][CH:18]=1. The catalyst class is: 6. (8) Reactant: [NH2:1][C:2]1[C:3]([CH:8]=O)=[N:4][CH:5]=[CH:6][N:7]=1.[CH2:10]([NH:12][C:13]1[CH:18]=[CH:17][N:16]=[CH:15][C:14]=1[NH2:19])[CH3:11].S([O-])(O)=O.[Na+]. Product: [CH2:10]([N:12]1[C:13]2[CH:18]=[CH:17][N:16]=[CH:15][C:14]=2[N:19]=[C:8]1[C:3]1[C:2]([NH2:1])=[N:7][CH:6]=[CH:5][N:4]=1)[CH3:11]. The catalyst class is: 44. (9) Reactant: [NH2:1][C:2]1[C:7]([CH3:8])=[CH:6][N:5]=[C:4]([NH:9][C@@H:10]2[CH2:15][CH2:14][C@H:13]([NH:16][C:17](=[O:27])[C:18]3[CH:23]=[C:22]([F:24])[C:21]([F:25])=[C:20]([F:26])[CH:19]=3)[CH2:12][CH2:11]2)[CH:3]=1.[ClH:28]. Product: [ClH:28].[NH2:1][C:2]1[C:7]([CH3:8])=[CH:6][N:5]=[C:4]([NH:9][C@@H:10]2[CH2:11][CH2:12][C@H:13]([NH:16][C:17](=[O:27])[C:18]3[CH:23]=[C:22]([F:24])[C:21]([F:25])=[C:20]([F:26])[CH:19]=3)[CH2:14][CH2:15]2)[CH:3]=1. The catalyst class is: 25.